From a dataset of Forward reaction prediction with 1.9M reactions from USPTO patents (1976-2016). Predict the product of the given reaction. (1) Given the reactants [Br:1][C:2]1[CH:3]=[CH:4][C:5]2[S:9][N:8]=[C:7]([C:10](OC)=[O:11])[C:6]=2[CH:14]=1.[BH4-].[Na+], predict the reaction product. The product is: [Br:1][C:2]1[CH:3]=[CH:4][C:5]2[S:9][N:8]=[C:7]([CH2:10][OH:11])[C:6]=2[CH:14]=1. (2) Given the reactants [CH2:1]([O:3][C:4]([C:6]1([C:9]2[CH:14]=[CH:13][C:12]([C:15]3[CH:20]=[CH:19][C:18]([C:21]4[S:22][C:23]([Cl:29])=[CH:24][C:25]=4C(=O)N)=[CH:17][C:16]=3[O:30][CH3:31])=[CH:11][CH:10]=2)[CH2:8][CH2:7]1)=[O:5])[CH3:2].[S:32]1[CH:36]=[CH:35][CH:34]=[C:33]1[C@H:37]([OH:39])[CH3:38].[N:40]1[CH:45]=CC=CC=1.FC(F)(F)C(OI(C1C=CC=CC=1)OC(=O)C(F)(F)F)=[O:49], predict the reaction product. The product is: [CH2:1]([O:3][C:4]([C:6]1([C:9]2[CH:10]=[CH:11][C:12]([C:15]3[CH:20]=[CH:19][C:18]([C:21]4[S:22][C:23]([Cl:29])=[CH:24][C:25]=4[NH:40][C:45]([O:39][C@@H:37]([C:33]4[S:32][CH:36]=[CH:35][CH:34]=4)[CH3:38])=[O:49])=[CH:17][C:16]=3[O:30][CH3:31])=[CH:13][CH:14]=2)[CH2:8][CH2:7]1)=[O:5])[CH3:2]. (3) Given the reactants [C:1]12([CH2:11][NH:12][C:13](=[O:22])[C:14]3[C:19]([Cl:20])=[CH:18][N:17]=[C:16](Br)[CH:15]=3)[CH2:10][CH:5]3[CH2:6][CH:7]([CH2:9][CH:3]([CH2:4]3)[CH2:2]1)[CH2:8]2.[CH2:23]([N:26]([CH2:34][CH2:35][CH2:36][O:37][CH:38]1[CH2:43][CH2:42][CH2:41][CH2:40][O:39]1)[C:27](=[O:33])[O:28][C:29]([CH3:32])([CH3:31])[CH3:30])[C:24]#[CH:25], predict the reaction product. The product is: [C:1]12([CH2:11][NH:12][C:13]([C:14]3[C:19]([Cl:20])=[CH:18][N:17]=[C:16]([C:25]#[C:24][CH2:23][N:26]([CH2:34][CH2:35][CH2:36][O:37][CH:38]4[CH2:43][CH2:42][CH2:41][CH2:40][O:39]4)[C:27](=[O:33])[O:28][C:29]([CH3:32])([CH3:30])[CH3:31])[CH:15]=3)=[O:22])[CH2:10][CH:5]3[CH2:6][CH:7]([CH2:9][CH:3]([CH2:4]3)[CH2:2]1)[CH2:8]2. (4) Given the reactants C(=O)([O-])[O-].[Cs+].[Cs+].Br[CH2:8][CH2:9][O:10][C:11]1[CH:16]=[C:15]([F:17])[CH:14]=[C:13]([F:18])[CH:12]=1.[C:19]([O:23][C:24](=[O:42])[NH:25][C:26]1[CH:31]=[CH:30][CH:29]=[CH:28][C:27]=1[NH:32][C:33](=[O:41])/[CH:34]=[CH:35]/[C:36]1[CH:37]=[N:38][NH:39][CH:40]=1)([CH3:22])([CH3:21])[CH3:20], predict the reaction product. The product is: [C:19]([O:23][C:24](=[O:42])[NH:25][C:26]1[CH:31]=[CH:30][CH:29]=[CH:28][C:27]=1[NH:32][C:33](=[O:41])/[CH:34]=[CH:35]/[C:36]1[CH:37]=[N:38][N:39]([CH2:8][CH2:9][O:10][C:11]2[CH:16]=[C:15]([F:17])[CH:14]=[C:13]([F:18])[CH:12]=2)[CH:40]=1)([CH3:22])([CH3:20])[CH3:21]. (5) Given the reactants O[C:2]1[CH:11]=[C:10]2[C:5]([C:6]([C:13]3[CH:18]=[CH:17][CH:16]=[CH:15][CH:14]=3)=[CH:7][C:8](=[O:12])[O:9]2)=[CH:4][CH:3]=1.[Br-:19].[Br-].C1(P(C2C=CC=CC=2)C2C=CC=CC=2)C=CC=CC=1, predict the reaction product. The product is: [Br:19][C:2]1[CH:11]=[C:10]2[C:5]([C:6]([C:13]3[CH:18]=[CH:17][CH:16]=[CH:15][CH:14]=3)=[CH:7][C:8](=[O:12])[O:9]2)=[CH:4][CH:3]=1. (6) The product is: [N+:15]([C:5]1[CH:4]=[CH:3][C:2]([N:29]2[CH2:30][CH2:31][N:26]([C:24]([C:18]3[CH:19]=[CH:20][CH:21]=[CH:22][CH:23]=3)=[O:25])[CH2:27][CH2:28]2)=[CH:7][C:6]=1[NH:8][C:9]1[CH:14]=[CH:13][CH:12]=[CH:11][CH:10]=1)([O-:17])=[O:16]. Given the reactants Br[C:2]1[CH:3]=[CH:4][C:5]([N+:15]([O-:17])=[O:16])=[C:6]([NH:8][C:9]2[CH:14]=[CH:13][CH:12]=[CH:11][CH:10]=2)[CH:7]=1.[C:18]1([C:24]([N:26]2[CH2:31][CH2:30][NH:29][CH2:28][CH2:27]2)=[O:25])[CH:23]=[CH:22][CH:21]=[CH:20][CH:19]=1.O, predict the reaction product. (7) Given the reactants [Br:1][C:2]1[C:3]([N:11]2[CH2:16][CH2:15][NH:14][CH2:13][CH2:12]2)=[C:4]2[CH:10]=[CH:9][NH:8][C:5]2=[N:6][CH:7]=1.[C:17]([O:21][C:22]([NH:24][C@H:25]([CH:29]1[CH2:34][CH2:33][CH2:32][CH2:31][CH2:30]1)[C:26](O)=[O:27])=[O:23])([CH3:20])([CH3:19])[CH3:18].C1C=CC2N(O)N=NC=2C=1.O.CCN=C=NCCCN(C)C.C(N(CC)CC)C, predict the reaction product. The product is: [Br:1][C:2]1[C:3]([N:11]2[CH2:16][CH2:15][N:14]([C:26](=[O:27])[C@H:25]([NH:24][C:22](=[O:23])[O:21][C:17]([CH3:18])([CH3:20])[CH3:19])[CH:29]3[CH2:34][CH2:33][CH2:32][CH2:31][CH2:30]3)[CH2:13][CH2:12]2)=[C:4]2[CH:10]=[CH:9][NH:8][C:5]2=[N:6][CH:7]=1.